This data is from Reaction yield outcomes from USPTO patents with 853,638 reactions. The task is: Predict the reaction yield, written as a fraction of the theoretical maximum amount of product (1.0 means a 100% yield; for example, 0.34 means a 34% yield). (1) The catalyst is C(Cl)Cl. The yield is 0.480. The product is [CH3:1][C@@H:2]1[CH2:3][O:4][CH2:5][CH2:6][N:7]1[C:8]1[CH:13]=[C:12]([C:14]2([S:17]([CH3:20])(=[NH:19])=[O:18])[CH2:16][CH2:15]2)[N:11]=[C:10]([C:21]2[CH:26]=[N:25][CH:24]=[C:23]3[NH:27][CH:28]=[CH:29][C:22]=23)[N:9]=1. The reactants are [CH3:1][C@H:2]1[N:7]([C:8]2[CH:13]=[C:12]([C:14]3([S:17]([CH3:20])(=[NH:19])=[O:18])[CH2:16][CH2:15]3)[N:11]=[C:10]([C:21]3[CH:26]=[N:25][CH:24]=[C:23]4[N:27](C(OC(C)(C)C)=O)[CH:28]=[CH:29][C:22]=34)[N:9]=2)[CH2:6][CH2:5][O:4][CH2:3]1.C(O)(C(F)(F)F)=O. (2) The reactants are Br[C:2]1[CH:14]=[C:13]2[C:5]([C:6]3[CH:7]=[CH:8][C:9]([C:17]4[NH:21][C:20]([C@@H:22]5[CH2:26][CH2:25][CH2:24][N:23]5[C:27](=[O:37])[C@@H:28]([NH:32][C:33](=[O:36])[O:34][CH3:35])[CH:29]([CH3:31])[CH3:30])=[N:19][CH:18]=4)=[CH:10][C:11]=3[C:12]2([F:16])[F:15])=[CH:4][CH:3]=1.CC1(C)C(C)(C)OB([C:46]2[CH:47]=[CH:48][C:49]3[N:53]=[C:52]([C@@H:54]4[C@@H:59]5[CH2:60][C@@H:56]([CH2:57][CH2:58]5)[N:55]4[C:61]([O:63][C:64]([CH3:67])([CH3:66])[CH3:65])=[O:62])[NH:51][C:50]=3[CH:68]=2)O1.C(=O)(O)[O-].[Na+].C1(P(C2C=CC=CC=2)C2C=CC=CC=2)C=CC=CC=1. The catalyst is C([O-])(=O)C.[Pd+2].C([O-])(=O)C.C(COC)OC. The product is [F:16][C:12]1([F:15])[C:13]2[CH:14]=[C:2]([C:47]3[CH:46]=[CH:68][C:50]4[N:51]=[C:52]([C@@H:54]5[C@@H:59]6[CH2:60][C@@H:56]([CH2:57][CH2:58]6)[N:55]5[C:61]([O:63][C:64]([CH3:66])([CH3:65])[CH3:67])=[O:62])[NH:53][C:49]=4[CH:48]=3)[CH:3]=[CH:4][C:5]=2[C:6]2[C:11]1=[CH:10][C:9]([C:17]1[NH:21][C:20]([C@@H:22]3[CH2:26][CH2:25][CH2:24][N:23]3[C:27](=[O:37])[C@@H:28]([NH:32][C:33]([O:34][CH3:35])=[O:36])[CH:29]([CH3:30])[CH3:31])=[N:19][CH:18]=1)=[CH:8][CH:7]=2. The yield is 0.760. (3) The reactants are [C:1]([O:5][C:6](=[O:29])[CH2:7][O:8][C:9]1[C:14]([CH3:15])=[CH:13][C:12]([C:16]2[O:17][C:18]3[N:19]=[C:20]([S:26][CH3:27])[N:21]=[C:22](Cl)[C:23]=3[N:24]=2)=[CH:11][C:10]=1[CH3:28])([CH3:4])([CH3:3])[CH3:2].[CH2:30]([Mg]Br)[CH:31]([CH3:33])[CH3:32]. The yield is 0.200. No catalyst specified. The product is [C:1]([O:5][C:6](=[O:29])[CH2:7][O:8][C:9]1[C:14]([CH3:15])=[CH:13][C:12]([C:16]2[O:17][C:18]3[N:19]=[C:20]([S:26][CH3:27])[N:21]=[C:22]([CH2:30][CH:31]([CH3:33])[CH3:32])[C:23]=3[N:24]=2)=[CH:11][C:10]=1[CH3:28])([CH3:4])([CH3:3])[CH3:2]. (4) The reactants are [CH3:1][O:2][C:3](=[O:20])[CH2:4][CH2:5][C:6]1[N:7]=[C:8](Cl)[C:9]2[C:14]3[CH2:15][CH2:16][CH2:17][CH2:18][C:13]=3[S:12][C:10]=2[N:11]=1.Cl.[CH:22]1([NH:25][CH3:26])[CH2:24][CH2:23]1. The catalyst is CO. The product is [CH3:1][O:2][C:3](=[O:20])[CH2:4][CH2:5][C:6]1[N:7]=[C:8]([N:25]([CH:22]2[CH2:24][CH2:23]2)[CH3:26])[C:9]2[C:14]3[CH2:15][CH2:16][CH2:17][CH2:18][C:13]=3[S:12][C:10]=2[N:11]=1. The yield is 0.430.